This data is from Experimentally validated miRNA-target interactions with 360,000+ pairs, plus equal number of negative samples. The task is: Binary Classification. Given a miRNA mature sequence and a target amino acid sequence, predict their likelihood of interaction. (1) The miRNA is hsa-miR-6803-5p with sequence CUGGGGGUGGGGGGCUGGGCGU. The protein sequence of the target gene is MWNALQDRDSAEVLGHRQRWLRVGTLVLALTGTFLIGFLFGWFIKPSNEATGNVSHSGMKKEFLHELKAENIKKFLYNFTRTPHLAGTQNNFELAKQIHDQWKEFGLDLVELSHYDVLLSYPNKTHPNYISIINEDGNEIFKTSLSEQPPPGYENISDVVPPYSAFSPQGTPEGDLVYVNYARTEDFFKLEREMKISCSGKIVIARYGKVFRGNMVKNAQLAGAKGMILYSDPADYFVPAVKSYPDGWNLPGGGVQRGNVLNLNGAGDPLTPGYPANEHAYRHELTNAVGLPSIPVHPIG.... Result: 0 (no interaction). (2) The miRNA is hsa-miR-135a-5p with sequence UAUGGCUUUUUAUUCCUAUGUGA. The protein sequence of the target gene is MDCNMVSSSQWDWEHLIMSNPSRTEDDSKQLPTEWEIEKGEGIESIVPHFSGLERVSSGSATSFWHTAVSKSSQSTSINSSSPEAKRCKLASESSPGDSCSNIDFVQVKAPTALEVSVASAESDLCLKLGKRTYSEEYWGRNNNEISAVSMKLLTPSVVAGKSKLCGQSMPVPRCQIDGCELDLSSAKGYHRKHKVCEKHSKCPKVSVSGLERRFCQQCSRFHAVSEFDEKKRSCRKRLSHHNARRRKPQGVFSMNPERVYDRRQHTNMLWNGVSLNARSEEMYEWGNNTYDTKPRQTEK.... Result: 0 (no interaction). (3) The miRNA is hsa-miR-4760-5p with sequence UUUAGAUUGAACAUGAAGUUAG. The protein sequence of the target gene is MPNPKNSKGGRKNKRANSSGDEQENGAGALAAAGAAGAAAGGALAAAAGCGAAAAGAPGAGGAAGAGGAGTGAANAAAAAGAAAAGDAKNEAPCATPLICSFGRPVDLEKDDYQKVVCNNEHCPCSTWMHLQCFYEWESSILVQFNCIGRARSWNEKQCRQNMWTKKGYDLAFRFCSCRCGQGHLKKDTDWYQVKRMQDEKKKKSGSEKNTGRPPGEAAEEAKKCRPPNKPQKGPSHDLPRRHSMDRQNSQEKAVGAAAYGARSPGGSPGQSPPTGYSILSPAHFSGPRSSRYLGEFLKN.... Result: 0 (no interaction). (4) The protein sequence of the target gene is MRLLDGGSFTAESSREVVQANCVHWRKKFSFMCKMSASASTGILDPCIYRVSVRKELKGGKAYAKLGFADLNLAEFAGSGNTTRRCLLEGYDTKNTRQDNSILKVLISMQLMSGDPCFKTPPSTSMSIPIAGESESLEEDRKGGETLKVHLGIADLSAKSASVPDELGAWGHSRTSSYASQQSKVSGYSTCHSRSSSFSEFCHRRNTSVGSTSTGIESILEPCDETEPITAEPSPDPTAAAATATTTTAKEEEASEKLARCPVKQDSVESQLKRVDDTRVDADDIVEKILQSQDFSLDSS.... Result: 1 (interaction). The miRNA is mmu-miR-1199-5p with sequence UCUGAGUCCCGGUCGCGCGG. (5) The miRNA is hsa-miR-2355-5p with sequence AUCCCCAGAUACAAUGGACAA. The protein sequence of the target gene is MIVQRVVLNSRPGKNGNPVAENFRMEEVYLPDNINEGQVQVRTLYLSVDPYMRCRMNEDTGTDYITPWQLSQVVDGGGIGIIEESKHTNLTKGDFVTSFYWPWQTKVILDGNSLEKVDPQLVDGHLSYFLGAIGMPGLTSLIGIQEKGHITAGSNKTMVVSGAAGACGSVAGQIGHFLGCSRVVGICGTHEKCILLTSELGFDAAINYKKDNVAEQLRESCPAGVDVYFDNVGGNISDTVISQMNENSHIILCGQISQYNKDVPYPPPLSPAIEAIQKERNITRERFLVLNYKDKFEPGI.... Result: 1 (interaction). (6) The miRNA is mmu-miR-6715-3p with sequence CCAAACCAGGCGUGCCUGUGG. The protein sequence of the target gene is MDNLTKVREYLKSYSRLDQAVGEIDEIEAQRAEKSNYELFQEDGVEEHTKPSYFQAADDSDTESEPEIEDNQGLYAQDPEAEQVEGFIQGPLDDYADEEVDVVFTSDWKPPELESDEHGKTLRLTSPEGLSGEQKSQWLSTIKAVVQSAKYWNLAECTFEASGEGVIMKERQITPDVYKVTPVMNTHPSQSEAVSDVWSLSKTSMTFQPKKASLQPLTISLDELFSSRGEFISVGGDGRMSHKEAILLGLRYKKLYNQARVKYSL. Result: 0 (no interaction). (7) The miRNA is hsa-miR-548e-5p with sequence CAAAAGCAAUCGCGGUUUUUGC. Result: 0 (no interaction). The protein sequence of the target gene is MEPKRIREGYLVKKGSVFNTWKPMWVVLLEDGIEFYKKKSDNSPKGMIPLKGSTLTSPCQDFGKRMFVLKITTTKQQDHFFQAAFLEERDAWVRDIKKAIKCIEGGQKFARKSTRRSIRLPETIDLGALYLSMKDPEKGIKELNLEKDKKVFNHCLTGSGVIDWLVSNKLVRNRQEGLMISASLLSEGYLQPAGDLSKNAADGIAENPFLDSPDAFYYFPDSGFFCEENSSDDDVILREEFRGVIIKQGCLLKQGHRRKNWKVRKFILREDPAYLHYYDPAGGEDPLGAVHLRGCVVTSV....